This data is from Reaction yield outcomes from USPTO patents with 853,638 reactions. The task is: Predict the reaction yield, written as a fraction of the theoretical maximum amount of product (1.0 means a 100% yield; for example, 0.34 means a 34% yield). (1) The reactants are [C:1](=[O:4])([O-])[O-].[K+].[K+].C(O[C:12]([N:14]1[C:18]2O[N:20]([CH2:23][C:24]3[CH:29]=[CH:28][CH:27]=[CH:26][CH:25]=3)[CH2:21][CH2:22][C:17]=2[C:16]([NH2:30])=[N:15]1)=[O:13])(C)(C)C.ClC[CH2:33][C:34]([N:36]1[CH2:41][CH2:40][N:39]([C:42]2[CH:47]=[CH:46][C:45]([CH3:48])=[CH:44][C:43]=2[CH3:49])[CH2:38][CH2:37]1)=O. The catalyst is C(#N)C. The product is [NH2:30][C:16]1[C:17]2[CH2:22][CH2:21][N:20]([CH2:23][C:24]3[CH:25]=[CH:26][CH:27]=[CH:28][CH:29]=3)[C:1](=[O:4])[C:18]=2[N:14]([C:12](=[O:13])[CH2:33][CH2:34][N:36]2[CH2:41][CH2:40][N:39]([C:42]3[CH:47]=[CH:46][C:45]([CH3:48])=[CH:44][C:43]=3[CH3:49])[CH2:38][CH2:37]2)[N:15]=1. The yield is 0.116. (2) The reactants are [CH2:1]([C:3]1[C:8]([C:9]2[CH:14]=[CH:13][C:12]([NH:15]C(=O)OC(C)(C)C)=[CH:11][CH:10]=2)=[CH:7][C:6]([C:23]2[O:24][C:25](=[O:29])[N:26]([CH3:28])[N:27]=2)=[CH:5][N:4]=1)[CH3:2].CC1(C)C(C)(C)OB(C2C=CC(NC(=O)OC(C)(C)C)=CC=2)O1.BrC1C=CC(N)=CC=1. The catalyst is O1CCOCC1.Cl[Pd](Cl)([P](C1C=CC=CC=1)(C1C=CC=CC=1)C1C=CC=CC=1)[P](C1C=CC=CC=1)(C1C=CC=CC=1)C1C=CC=CC=1. The product is [NH2:15][C:12]1[CH:13]=[CH:14][C:9]([C:8]2[CH:7]=[C:6]([C:23]3[O:24][C:25](=[O:29])[N:26]([CH3:28])[N:27]=3)[CH:5]=[N:4][C:3]=2[CH2:1][CH3:2])=[CH:10][CH:11]=1. The yield is 0.780. (3) The reactants are FC(F)(F)C1C=CC(CBr)=CC=1.Cl.Cl[CH2:15][C:16]1[N:17]=[C:18]([CH3:21])[S:19][CH:20]=1.[CH3:22][C:23]1[N:24]=[C:25]([N:38]2[C:42](=[O:43])[NH:41][N:40]=[CH:39]2)[S:26][C:27]=1[C:28]([NH:30][CH2:31][C:32]1[CH:33]=[N:34][CH:35]=[CH:36][CH:37]=1)=[O:29]. No catalyst specified. The product is [CH3:22][C:23]1[N:24]=[C:25]([N:38]2[C:42](=[O:43])[N:41]([CH2:15][C:16]3[N:17]=[C:18]([CH3:21])[S:19][CH:20]=3)[N:40]=[CH:39]2)[S:26][C:27]=1[C:28]([NH:30][CH2:31][C:32]1[CH:33]=[N:34][CH:35]=[CH:36][CH:37]=1)=[O:29]. The yield is 0.340. (4) The reactants are [CH2:1]([C:4]1([S:7]([N:10]2[C:14]3=[CH:15][C:16]4[O:20][CH:19]=[N:18][C:17]=4[C:21]([F:22])=[C:13]3[N:12]([C:23]3[CH:28]=[CH:27][C:26]([I:29])=[CH:25][C:24]=3[F:30])C2=O)(=[O:9])=[O:8])[CH2:6][CH2:5]1)[CH:2]=[CH2:3].C[Si](C)(C)[O-].[K+]. The catalyst is C1COCC1. The product is [CH2:1]([C:4]1([S:7]([NH:10][C:14]2[C:13]([NH:12][C:23]3[CH:28]=[CH:27][C:26]([I:29])=[CH:25][C:24]=3[F:30])=[C:21]([F:22])[C:17]3[N:18]=[CH:19][O:20][C:16]=3[CH:15]=2)(=[O:9])=[O:8])[CH2:6][CH2:5]1)[CH:2]=[CH2:3]. The yield is 0.870.